Dataset: Reaction yield outcomes from USPTO patents with 853,638 reactions. Task: Predict the reaction yield, written as a fraction of the theoretical maximum amount of product (1.0 means a 100% yield; for example, 0.34 means a 34% yield). (1) The reactants are FC(F)(F)C(O)=O.[Cl:8][C:9]1[CH:14]=[C:13]([Cl:15])[CH:12]=[CH:11][C:10]=1[C@H:16]([N:18]1[C:22]2[CH:23]=[C:24]([N:27]3[CH2:32][CH2:31][N:30]([C:33]([C@H:35]4[CH2:39][CH2:38][CH2:37][N:36]4C(OC(C)(C)C)=O)=[O:34])[C@H:29]([CH2:47][OH:48])[CH2:28]3)[CH:25]=[CH:26][C:21]=2[N:20]=[CH:19]1)[CH3:17]. The catalyst is ClCCl. The product is [Cl:8][C:9]1[CH:14]=[C:13]([Cl:15])[CH:12]=[CH:11][C:10]=1[C@H:16]([N:18]1[C:22]2[CH:23]=[C:24]([N:27]3[CH2:32][CH2:31][N:30]([C:33]([C@H:35]4[CH2:39][CH2:38][CH2:37][NH:36]4)=[O:34])[C@H:29]([CH2:47][OH:48])[CH2:28]3)[CH:25]=[CH:26][C:21]=2[N:20]=[CH:19]1)[CH3:17]. The yield is 0.400. (2) The reactants are Cl[CH:2]([CH:14]1[CH2:19][CH2:18][CH2:17][CH2:16][CH2:15]1)[C:3]1[O:4][C:5]2[CH:12]=[CH:11][C:10]([CH3:13])=[CH:9][C:6]=2[C:7]=1[CH3:8].[NH2:20][C:21]1[CH:26]=[CH:25][C:24]([C:27]([N:29]([CH3:37])[CH2:30][CH2:31][C:32]([O:34][CH2:35][CH3:36])=[O:33])=[O:28])=[CH:23][CH:22]=1.[I-].[Na+].C(=O)([O-])[O-].[Na+].[Na+].Cl. The catalyst is CN(C)C=O. The product is [CH:14]1([CH:2]([NH:20][C:21]2[CH:22]=[CH:23][C:24]([C:27]([N:29]([CH3:37])[CH2:30][CH2:31][C:32]([O:34][CH2:35][CH3:36])=[O:33])=[O:28])=[CH:25][CH:26]=2)[C:3]2[O:4][C:5]3[CH:12]=[CH:11][C:10]([CH3:13])=[CH:9][C:6]=3[C:7]=2[CH3:8])[CH2:19][CH2:18][CH2:17][CH2:16][CH2:15]1. The yield is 0.660. (3) The reactants are [CH:1]([O:4][C:5]1[CH:9]=[C:8]([C:10]([O:12][CH3:13])=[O:11])[NH:7][N:6]=1)([CH3:3])[CH3:2].[Cl:14][C:15]1[CH:22]=[C:21]([Cl:23])[CH:20]=[CH:19][C:16]=1[CH2:17]Cl.C(=O)([O-])[O-].[K+].[K+].CN(C)C=O. The catalyst is O. The product is [Cl:14][C:15]1[CH:22]=[C:21]([Cl:23])[CH:20]=[CH:19][C:16]=1[CH2:17][N:7]1[C:8]([C:10]([O:12][CH3:13])=[O:11])=[CH:9][C:5]([O:4][CH:1]([CH3:3])[CH3:2])=[N:6]1. The yield is 0.660. (4) The reactants are [F:1][C:2]1[CH:7]=[CH:6][C:5]([C:8]2[C:9]([NH:24][NH2:25])=[N:10][C:11]([C:20]([F:23])([F:22])[F:21])=[N:12][C:13]=2[C:14]2[CH:19]=[CH:18][N:17]=[CH:16][CH:15]=2)=[CH:4][CH:3]=1.[F:26][C:27]([F:38])([F:37])[C:28](O[C:28](=[O:29])[C:27]([F:38])([F:37])[F:26])=[O:29]. The catalyst is ClCCl.C(OCC)(=O)C.CCCCCC. The product is [F:26][C:27]([F:38])([F:37])[C:28]([NH:25][NH:24][C:9]1[C:8]([C:5]2[CH:6]=[CH:7][C:2]([F:1])=[CH:3][CH:4]=2)=[C:13]([C:14]2[CH:15]=[CH:16][N:17]=[CH:18][CH:19]=2)[N:12]=[C:11]([C:20]([F:23])([F:22])[F:21])[N:10]=1)=[O:29]. The yield is 0.533. (5) The reactants are [OH:1][C:2]1[CH:3]=[C:4]([CH:7]=[CH:8][CH:9]=1)[CH:5]=[O:6].[H-].[Na+].Cl[CH2:13][CH:14]1[CH2:16][O:15]1. The catalyst is CN(C=O)C. The product is [O:15]1[CH2:16][CH:14]1[CH2:13][O:1][C:2]1[CH:3]=[C:4]([CH:7]=[CH:8][CH:9]=1)[CH:5]=[O:6]. The yield is 0.750.